Dataset: Catalyst prediction with 721,799 reactions and 888 catalyst types from USPTO. Task: Predict which catalyst facilitates the given reaction. (1) Reactant: [F:1][C:2]1[CH:7]=[CH:6][C:5]([CH3:8])=[CH:4][C:3]=1[NH:9][C:10]([NH:12][C:13]1[CH:31]=[CH:30][C:16]([O:17][C:18]2[CH:23]=[CH:22][N:21]=[C:20]3[CH:24]=[C:25]([C:27]([OH:29])=O)[S:26][C:19]=23)=[CH:15][CH:14]=1)=[O:11].CN([C:35]([O:39]N1N=NC2C=CC=NC1=2)=[N+](C)C)C.F[P-](F)(F)(F)(F)F.C([N:59]([CH2:63][CH3:64])C(C)C)(C)C.N1CC[C@@H:67]([OH:70])C1.Cl. Product: [F:1][C:2]1[CH:7]=[CH:6][C:5]([CH3:8])=[CH:4][C:3]=1[NH:9][C:10]([NH:12][C:13]1[CH:31]=[CH:30][C:16]([O:17][C:18]2[CH:23]=[CH:22][N:21]=[C:20]3[CH:24]=[C:25]([C:27]([NH:59][CH2:63][CH2:64][C:67]([O:39][CH3:35])=[O:70])=[O:29])[S:26][C:19]=23)=[CH:15][CH:14]=1)=[O:11]. The catalyst class is: 20. (2) Reactant: [CH3:1][C:2]1[N:10]=[C:9]([CH3:11])[CH:8]=[CH:7][C:3]=1[C:4]([OH:6])=[O:5].BrN1C(=O)CCC1=O.C(=O)([O-])[O-].[K+].[K+].[N:26]1[CH:31]=[CH:30][CH:29]=[CH:28][C:27]=1[CH2:32][NH2:33]. Product: [CH3:1][C:2]1[N:10]=[C:9]([CH2:11][NH:33][CH2:32][C:27]2[CH:28]=[CH:29][CH:30]=[CH:31][N:26]=2)[CH:8]=[CH:7][C:3]=1[C:4]([OH:6])=[O:5]. The catalyst class is: 794. (3) Reactant: [Br:1][C:2]1[C:18]([CH3:19])=[C:17](Br)[CH:16]=[CH:15][C:3]=1[O:4][Si:5]([CH:12]([CH3:14])[CH3:13])([CH:9]([CH3:11])[CH3:10])[CH:6]([CH3:8])[CH3:7].C(=O)=O.CC(C)=O.[Li]CCCC.C(O[B:37]1[O:41][C:40]([CH3:43])([CH3:42])[C:39]([CH3:45])([CH3:44])[O:38]1)(C)C. Product: [Br:1][C:2]1[C:18]([CH3:19])=[C:17]([B:37]2[O:41][C:40]([CH3:43])([CH3:42])[C:39]([CH3:45])([CH3:44])[O:38]2)[CH:16]=[CH:15][C:3]=1[O:4][Si:5]([CH:12]([CH3:14])[CH3:13])([CH:9]([CH3:11])[CH3:10])[CH:6]([CH3:8])[CH3:7]. The catalyst class is: 1. (4) Reactant: [CH2:1]([N:7]1[C:16]2[C:11](=[CH:12][CH:13]=[CH:14][CH:15]=2)[C:10]([OH:17])=[C:9]([C:18]([O:20]CC)=O)[C:8]1=[O:23])[CH2:2][CH2:3][CH2:4][CH2:5][CH3:6].[NH2:24][C:25]1[CH:37]=[CH:36][C:28]([C:29]([O:31][C:32]([CH3:35])([CH3:34])[CH3:33])=[O:30])=[CH:27][CH:26]=1. Product: [CH2:1]([N:7]1[C:16]2[C:11](=[CH:12][CH:13]=[CH:14][CH:15]=2)[C:10]([OH:17])=[C:9]([C:18]([NH:24][C:25]2[CH:37]=[CH:36][C:28]([C:29]([O:31][C:32]([CH3:33])([CH3:34])[CH3:35])=[O:30])=[CH:27][CH:26]=2)=[O:20])[C:8]1=[O:23])[CH2:2][CH2:3][CH2:4][CH2:5][CH3:6]. The catalyst class is: 11. (5) Reactant: [C:1]([O:5][C:6]([N:8]1[CH2:12][CH:11]([N:13]([CH2:22][C:23]2[CH:28]=[CH:27][CH:26]=[CH:25][CH:24]=2)[C:14]([O:16][CH2:17][C:18]([Cl:21])([Cl:20])[Cl:19])=[O:15])[CH2:10][CH:9]1[C:29]([OH:31])=O)=[O:7])([CH3:4])([CH3:3])[CH3:2].C1C=CC2N(O)N=NC=2C=1.[C:42]([C:44]1[CH:49]=[CH:48][CH:47]=[CH:46][C:45]=1[N:50]1[CH2:55][CH2:54][NH:53][CH2:52][CH2:51]1)#[N:43].CCN=C=NCCCN(C)C.Cl. Product: [C:1]([O:5][C:6]([N:8]1[CH2:12][CH:11]([N:13]([CH2:22][C:23]2[CH:24]=[CH:25][CH:26]=[CH:27][CH:28]=2)[C:14]([O:16][CH2:17][C:18]([Cl:19])([Cl:21])[Cl:20])=[O:15])[CH2:10][CH:9]1[C:29]([N:53]1[CH2:52][CH2:51][N:50]([C:45]2[CH:46]=[CH:47][CH:48]=[CH:49][C:44]=2[C:42]#[N:43])[CH2:55][CH2:54]1)=[O:31])=[O:7])([CH3:2])([CH3:4])[CH3:3]. The catalyst class is: 624.